This data is from Full USPTO retrosynthesis dataset with 1.9M reactions from patents (1976-2016). The task is: Predict the reactants needed to synthesize the given product. Given the product [C:13]([O:12][C:10]([NH:1][C:2]([CH3:7])([CH3:6])[C:3]([OH:5])=[O:4])=[O:11])([CH3:16])([CH3:15])[CH3:14], predict the reactants needed to synthesize it. The reactants are: [NH2:1][C:2]([CH3:7])([CH3:6])[C:3]([OH:5])=[O:4].[OH-].[Na+].[C:10](O[C:10]([O:12][C:13]([CH3:16])([CH3:15])[CH3:14])=[O:11])([O:12][C:13]([CH3:16])([CH3:15])[CH3:14])=[O:11].